The task is: Predict the product of the given reaction.. This data is from Forward reaction prediction with 1.9M reactions from USPTO patents (1976-2016). (1) Given the reactants Cl[C:2]1[C:7]([CH:8]([OH:12])[CH2:9][CH2:10][OH:11])=[CH:6][CH:5]=[CH:4][N:3]=1.CC([O-])(C)C.[K+], predict the reaction product. The product is: [O:11]1[C:2]2=[N:3][CH:4]=[CH:5][CH:6]=[C:7]2[CH:8]([OH:12])[CH2:9][CH2:10]1. (2) Given the reactants C(O[C:6]([C:8]1[N:9]=[C:10]([C:26]#[N:27])[C:11]2[C:16]([C:17]=1[OH:18])=[CH:15][CH:14]=[C:13]([S:19][C:20]1[CH:25]=[CH:24][CH:23]=[CH:22][CH:21]=1)[CH:12]=2)=[O:7])CCC.[NH2:28][CH2:29][C:30]([OH:32])=[O:31], predict the reaction product. The product is: [C:26]([C:10]1[C:11]2[C:16](=[CH:15][CH:14]=[C:13]([S:19][C:20]3[CH:21]=[CH:22][CH:23]=[CH:24][CH:25]=3)[CH:12]=2)[C:17]([OH:18])=[C:8]([C:6]([NH:28][CH2:29][C:30]([OH:32])=[O:31])=[O:7])[N:9]=1)#[N:27]. (3) Given the reactants [Cl:1][C:2]1[CH:3]=[C:4]([C:9]2[CH:13]=[C:12]([C:14]([N:16]3[CH2:20][CH2:19][S:18](=[O:21])[CH2:17]3)=[O:15])[O:11][C:10]=2[C:22]2[CH:23]=[C:24]([C:28]#[N:29])[CH:25]=[CH:26][CH:27]=2)[CH:5]=[C:6]([F:8])[CH:7]=1.ClC1C=C(C2C=C(C(N3CCSC3)=O)[O:40]C=2C2C=C(C#N)C=CC=2)C=C(F)C=1.ClC1C=CC=C(C(OO)=O)C=1, predict the reaction product. The product is: [Cl:1][C:2]1[CH:3]=[C:4]([C:9]2[CH:13]=[C:12]([C:14]([N:16]3[CH2:20][CH2:19][S:18](=[O:40])(=[O:21])[CH2:17]3)=[O:15])[O:11][C:10]=2[C:22]2[CH:23]=[C:24]([C:28]#[N:29])[CH:25]=[CH:26][CH:27]=2)[CH:5]=[C:6]([F:8])[CH:7]=1.